The task is: Predict the reaction yield, written as a fraction of the theoretical maximum amount of product (1.0 means a 100% yield; for example, 0.34 means a 34% yield).. This data is from Reaction yield outcomes from USPTO patents with 853,638 reactions. (1) The reactants are [CH:1]1([C:7]2[C:11]([CH2:12][OH:13])=[CH:10][N:9]([C:14]3[CH:19]=[CH:18][C:17]([C:20]([F:23])([F:22])[F:21])=[CH:16][N:15]=3)[N:8]=2)[CH2:6][CH2:5][CH2:4][CH2:3][CH2:2]1. The catalyst is [O-2].[O-2].[Mn+4].O1CCCC1. The product is [CH:1]1([C:7]2[C:11]([CH:12]=[O:13])=[CH:10][N:9]([C:14]3[CH:19]=[CH:18][C:17]([C:20]([F:21])([F:23])[F:22])=[CH:16][N:15]=3)[N:8]=2)[CH2:2][CH2:3][CH2:4][CH2:5][CH2:6]1. The yield is 0.950. (2) The reactants are S(Cl)(Cl)=O.[N+:5]([C:8]1[C:9]([C:13]([OH:15])=[O:14])=[N:10][NH:11][CH:12]=1)([O-:7])=[O:6].[CH3:16][CH2:17]O. No catalyst specified. The product is [CH2:16]([O:14][C:13]([C:9]1[C:8]([N+:5]([O-:7])=[O:6])=[CH:12][NH:11][N:10]=1)=[O:15])[CH3:17]. The yield is 0.960.